Dataset: Full USPTO retrosynthesis dataset with 1.9M reactions from patents (1976-2016). Task: Predict the reactants needed to synthesize the given product. The reactants are: [CH2:1]([P:10](=[O:17])([O:14][CH2:15][CH3:16])[O:11][CH2:12][CH3:13])P(=O)(OCC)OCC.[H-].[Na+].[CH:20]([C:22]1[C:23]([NH:33][C:34](=[O:55])[C:35]2[CH:40]=[CH:39][C:38]([O:41][CH2:42][C:43]3[N:44]=[C:45]([C:49]4[CH:54]=[CH:53][CH:52]=[CH:51][CH:50]=4)[O:46][C:47]=3[CH3:48])=[CH:37][CH:36]=2)=[N:24][N:25]([C:27]2[CH:32]=[CH:31][CH:30]=[CH:29][CH:28]=2)[CH:26]=1)=O.O. Given the product [CH3:48][C:47]1[O:46][C:45]([C:49]2[CH:50]=[CH:51][CH:52]=[CH:53][CH:54]=2)=[N:44][C:43]=1[CH2:42][O:41][C:38]1[CH:39]=[CH:40][C:35]([C:34]([NH:33][C:23]2[C:22](/[CH:20]=[CH:1]/[P:10](=[O:17])([O:11][CH2:12][CH3:13])[O:14][CH2:15][CH3:16])=[CH:26][N:25]([C:27]3[CH:28]=[CH:29][CH:30]=[CH:31][CH:32]=3)[N:24]=2)=[O:55])=[CH:36][CH:37]=1, predict the reactants needed to synthesize it.